This data is from Full USPTO retrosynthesis dataset with 1.9M reactions from patents (1976-2016). The task is: Predict the reactants needed to synthesize the given product. Given the product [Cl:20][CH2:19][O:15][C:7]1[C:8]([CH:12]([CH3:14])[CH3:13])=[CH:9][CH:10]=[CH:11][C:6]=1[C@H:4]([CH:1]1[CH2:3][CH2:2]1)[CH3:5], predict the reactants needed to synthesize it. The reactants are: [CH:1]1([C@@H:4]([C:6]2[CH:11]=[CH:10][CH:9]=[C:8]([CH:12]([CH3:14])[CH3:13])[C:7]=2[OH:15])[CH3:5])[CH2:3][CH2:2]1.[OH-].[Na+].Br[CH2:19][Cl:20].